From a dataset of Reaction yield outcomes from USPTO patents with 853,638 reactions. Predict the reaction yield, written as a fraction of the theoretical maximum amount of product (1.0 means a 100% yield; for example, 0.34 means a 34% yield). (1) The reactants are [NH2:1][CH:2]1[C:16](=[O:17])[N:15]2[CH2:18][C@H:19]([O:21][C:22]3[C:23]4[S:36][CH:35]=[CH:34][C:24]=4[N:25]=[C:26]([C:28]4[N:29]([CH3:33])[CH:30]=[CH:31][N:32]=4)[N:27]=3)[CH2:20][C@H:14]2[C:13](=[O:37])[NH:12][C@:11]2([C:39]([O:41][CH3:42])=[O:40])[CH2:38][C@H:10]2[CH:9]=[CH:8][CH2:7][CH2:6][CH2:5][CH2:4][CH2:3]1.[CH:43]1([CH2:48][C:49](O)=[O:50])[CH2:47][CH2:46][CH2:45][CH2:44]1. No catalyst specified. The product is [CH:43]1([CH2:48][C:49]([NH:1][C@@H:2]2[C:16](=[O:17])[N:15]3[CH2:18][C@H:19]([O:21][C:22]4[C:23]5[S:36][CH:35]=[CH:34][C:24]=5[N:25]=[C:26]([C:28]5[N:29]([CH3:33])[CH:30]=[CH:31][N:32]=5)[N:27]=4)[CH2:20][C@H:14]3[C:13](=[O:37])[NH:12][C@:11]3([C:39]([O:41][CH3:42])=[O:40])[CH2:38][C@H:10]3[CH:9]=[CH:8][CH2:7][CH2:6][CH2:5][CH2:4][CH2:3]2)=[O:50])[CH2:47][CH2:46][CH2:45][CH2:44]1. The yield is 0.270. (2) The reactants are O=P12OP3(OP(OP(O3)(O1)=O)(=O)O2)=O.[C:15]([O:20][CH2:21][CH2:22][OH:23])(=[O:19])[CH2:16][CH2:17][CH3:18].CS(C)=O.CCN(CC)CC. The catalyst is C(Cl)Cl. The product is [C:15]([O:20][CH2:21][CH:22]=[O:23])(=[O:19])[CH2:16][CH2:17][CH3:18]. The yield is 0.610.